This data is from Forward reaction prediction with 1.9M reactions from USPTO patents (1976-2016). The task is: Predict the product of the given reaction. (1) Given the reactants ClC(Cl)(Cl)COC([N:7]1[CH2:12][C:11]([NH:13][C:14]([O:16][C:17]([CH3:20])([CH3:19])[CH3:18])=[O:15])=[N:10][C:9]([C:24]2[CH:29]=[C:28]([NH:30][C:31]([C:33]3[C:38]([CH3:39])=[CH:37][C:36]([Br:40])=[CH:35][N:34]=3)=[O:32])[CH:27]=[CH:26][C:25]=2[F:41])([CH:21]([F:23])[F:22])[CH2:8]1)=O.[NH4+].[Cl-].[NH4+].[OH-], predict the reaction product. The product is: [C:17]([O:16][C:14](=[O:15])[NH:13][C:11]1[CH2:12][NH:7][CH2:8][C:9]([C:24]2[CH:29]=[C:28]([NH:30][C:31]([C:33]3[C:38]([CH3:39])=[CH:37][C:36]([Br:40])=[CH:35][N:34]=3)=[O:32])[CH:27]=[CH:26][C:25]=2[F:41])([CH:21]([F:22])[F:23])[N:10]=1)([CH3:20])([CH3:18])[CH3:19]. (2) Given the reactants Br[C:2]1[CH:3]=[C:4]2[C:8](=[C:9]([C:11]([NH2:13])=[O:12])[CH:10]=1)[NH:7][CH:6]=[C:5]2[CH:14]1[CH2:19][CH2:18][CH2:17][S:16](=[O:21])(=[O:20])[CH2:15]1.[O:22]1[CH:26]=[CH:25][C:24](B(O)O)=[CH:23]1.C(=O)([O-])[O-].[K+].[K+], predict the reaction product. The product is: [O:20]=[S:16]1(=[O:21])[CH2:17][CH2:18][CH2:19][CH:14]([C:5]2[C:4]3[C:8](=[C:9]([C:11]([NH2:13])=[O:12])[CH:10]=[C:2]([C:24]4[CH:25]=[CH:26][O:22][CH:23]=4)[CH:3]=3)[NH:7][CH:6]=2)[CH2:15]1. (3) The product is: [N:16]1[CH:17]=[CH:18][C:13]([O:12][C:11]2[CH:10]=[CH:9][C:8]([O:7][CH2:6][C@H:2]3[CH2:3][CH2:4][CH2:5][N:1]3[CH2:25][CH2:24][C:23]([OH:27])=[O:26])=[CH:20][CH:19]=2)=[CH:14][CH:15]=1. Given the reactants [NH:1]1[CH2:5][CH2:4][CH2:3][C@@H:2]1[CH2:6][O:7][C:8]1[CH:20]=[CH:19][C:11]([O:12][C:13]2[CH:18]=[CH:17][N:16]=[CH:15][CH:14]=2)=[CH:10][CH:9]=1.[OH-].[Na+].[C:23]([O:27]C)(=[O:26])[CH:24]=[CH2:25].Cl, predict the reaction product. (4) Given the reactants Br[C:2]1[CH:3]=[C:4]2[C:8](=[C:9]([Cl:11])[CH:10]=1)[NH:7][N:6]=[C:5]2[CH2:12][CH3:13].[C:14](=O)([O-:16])[O-:15].[Na+].[Na+], predict the reaction product. The product is: [Cl:11][C:9]1[CH:10]=[C:2]([C:14]([OH:16])=[O:15])[CH:3]=[C:4]2[C:8]=1[NH:7][N:6]=[C:5]2[CH2:12][CH3:13]. (5) Given the reactants [C:1]([Si:5]([C:17]1[CH:22]=[CH:21][CH:20]=[CH:19][CH:18]=1)([C:11]1[CH:16]=[CH:15][CH:14]=[CH:13][CH:12]=1)[O:6][CH:7]1[CH2:10][NH:9][CH2:8]1)([CH3:4])([CH3:3])[CH3:2].[S:23](N)([NH2:26])(=[O:25])=[O:24], predict the reaction product. The product is: [C:1]([Si:5]([C:11]1[CH:12]=[CH:13][CH:14]=[CH:15][CH:16]=1)([C:17]1[CH:22]=[CH:21][CH:20]=[CH:19][CH:18]=1)[O:6][CH:7]1[CH2:8][N:9]([S:23]([NH2:26])(=[O:25])=[O:24])[CH2:10]1)([CH3:4])([CH3:2])[CH3:3].